Dataset: Forward reaction prediction with 1.9M reactions from USPTO patents (1976-2016). Task: Predict the product of the given reaction. (1) Given the reactants [C:1]1([C:7]2[C:12](B(O)O)=[CH:11][CH:10]=[CH:9][N:8]=2)[CH:6]=[CH:5][CH:4]=[CH:3][CH:2]=1.[CH3:16][C:17]1[C:21]([C:22]2[CH:23]=[C:24](C3C(CC)=CC=C4C=3C=CC=N4)[C:25]3[N:29]=[C:28]([NH:30][S:31]([CH:34]([CH3:36])[CH3:35])(=[O:33])=[O:32])[NH:27][C:26]=3[CH:37]=2)=[C:20]([CH3:50])[O:19][N:18]=1, predict the reaction product. The product is: [CH3:16][C:17]1[C:21]([C:22]2[CH:23]=[C:24]([C:12]3[C:7]([C:1]4[CH:6]=[CH:5][CH:4]=[CH:3][CH:2]=4)=[N:8][CH:9]=[CH:10][CH:11]=3)[C:25]3[N:29]=[C:28]([NH:30][S:31]([CH:34]([CH3:35])[CH3:36])(=[O:32])=[O:33])[NH:27][C:26]=3[CH:37]=2)=[C:20]([CH3:50])[O:19][N:18]=1. (2) Given the reactants [F:1][C:2]([C:5]1[N:10]=[CH:9][C:8]([CH2:11][OH:12])=[CH:7][CH:6]=1)([F:4])[CH3:3].[Cr](Cl)([O-])(=O)=O.[NH+]1C=CC=CC=1, predict the reaction product. The product is: [F:1][C:2]([C:5]1[CH:6]=[CH:7][C:8]([CH:11]=[O:12])=[CH:9][N:10]=1)([F:4])[CH3:3]. (3) Given the reactants O=[C:2]1[C:6]2[NH:7][C:8]([C:10]([O:12][CH3:13])=[O:11])=[CH:9][C:5]=2[CH2:4][CH2:3]1.[CH2:14]([Mg]Br)[CH2:15][CH3:16], predict the reaction product. The product is: [CH2:14]([CH:2]1[C:6]2[NH:7][C:8]([C:10]([O:12][CH3:13])=[O:11])=[CH:9][C:5]=2[CH2:4][CH2:3]1)[CH2:15][CH3:16]. (4) Given the reactants [H-].[Al+3].[Li+].[H-].[H-].[H-].[CH:7]([Si:10]([CH:26]([CH3:28])[CH3:27])([CH:23]([CH3:25])[CH3:24])[O:11][CH:12]1[CH2:17][CH2:16][CH:15]([C:18](OCC)=[O:19])[CH2:14][CH2:13]1)([CH3:9])[CH3:8].C(OCC)(=O)C.N, predict the reaction product. The product is: [CH:26]([Si:10]([CH:7]([CH3:9])[CH3:8])([CH:23]([CH3:25])[CH3:24])[O:11][CH:12]1[CH2:13][CH2:14][CH:15]([CH2:18][OH:19])[CH2:16][CH2:17]1)([CH3:28])[CH3:27]. (5) The product is: [Br:1][C:2]1[CH:3]=[C:4]2[C:8](=[CH:9][CH:10]=1)[NH:7][C:6](=[O:11])[C:5]12[O:15][CH2:14][CH2:13][O:12]1. Given the reactants [Br:1][C:2]1[CH:3]=[C:4]2[C:8](=[CH:9][CH:10]=1)[NH:7][C:6](=[O:11])[C:5]2=[O:12].[CH2:13](O)[CH2:14][OH:15].C1(C)C=CC(S(O)(=O)=O)=CC=1, predict the reaction product.